This data is from Forward reaction prediction with 1.9M reactions from USPTO patents (1976-2016). The task is: Predict the product of the given reaction. (1) The product is: [C:5]1(=[O:7])[O:4][C:2](=[O:3])[C:11]2=[CH:10][CH:9]=[CH:13][CH:14]=[C:6]12. Given the reactants N[C:2]([O:4][CH2:5][CH3:6])=[O:3].[OH-:7].[K+].[CH2:9]1O[CH:10]1[CH3:11].[CH2:13]1O[CH2:14]1, predict the reaction product. (2) Given the reactants [CH:1]1([CH2:7][NH:8][C:9]([C:11]2[C:16]([NH:17][C:18]([C:20]3[C:29]4[C:24](=[CH:25][CH:26]=[CH:27][CH:28]=4)[C:23](I)=[CH:22][CH:21]=3)=[O:19])=[CH:15][CH:14]=[CH:13][N:12]=2)=[O:10])[CH2:6][CH2:5][CH2:4][CH2:3][CH2:2]1.C1(P(C2CCCCC2)C2C=CC=CC=2C2C=[CH:48][CH:47]=[CH:46][C:45]=2[N:50]([CH3:52])C)CCCCC1.[Li+].C[Si]([N-][Si](C)(C)C)(C)C.N1CCCCC1, predict the reaction product. The product is: [CH:1]1([CH2:7][NH:8][C:9]([C:11]2[C:16]([NH:17][C:18]([C:20]3[C:29]4[C:24](=[CH:25][CH:26]=[CH:27][CH:28]=4)[C:23]([N:50]4[CH2:45][CH2:46][CH2:47][CH2:48][CH2:52]4)=[CH:22][CH:21]=3)=[O:19])=[CH:15][CH:14]=[CH:13][N:12]=2)=[O:10])[CH2:6][CH2:5][CH2:4][CH2:3][CH2:2]1. (3) Given the reactants [Cl:1][C:2]1[N:3]=[C:4]2[C:9](=[CH:10][CH:11]=1)[N:8]=[CH:7][C:6]([C:12](=[O:14])[CH3:13])=[C:5]2[NH:15][C:16]1[CH:21]=[CH:20][C:19]([CH2:22][N:23]2[CH2:28][CH2:27][N:26]([CH3:29])[CH2:25][CH2:24]2)=[CH:18][CH:17]=1.[Cl:30][C:31]1[CH:36]=[C:35](B2OC(C)(C)C(C)(C)O2)[CH:34]=[C:33]([F:46])[C:32]=1[OH:47].C1(N)C(F)=C(F)C(F)=C(N)C=1F.[ClH:60].Cl, predict the reaction product. The product is: [ClH:1].[ClH:30].[ClH:60].[Cl:30][C:31]1[CH:36]=[C:35]([C:2]2[N:3]=[C:4]3[C:9](=[CH:10][CH:11]=2)[N:8]=[CH:7][C:6]([C:12](=[O:14])[CH3:13])=[C:5]3[NH:15][C:16]2[CH:21]=[CH:20][C:19]([CH2:22][N:23]3[CH2:28][CH2:27][N:26]([CH3:29])[CH2:25][CH2:24]3)=[CH:18][CH:17]=2)[CH:34]=[C:33]([F:46])[C:32]=1[OH:47]. (4) Given the reactants [CH:1]1([O:7][C:8]2[CH:9]=[C:10]([C:21]3[CH:26]=[CH:25][C:24]([CH2:27][CH2:28][N:29]([CH2:37][C@H:38]([OH:45])[C:39]4[CH:44]=[CH:43][CH:42]=[CH:41][CH:40]=4)C(=O)OC(C)(C)C)=[CH:23][CH:22]=3)[CH:11]=[CH:12][C:13]=2[C:14]([NH:16][S:17]([CH3:20])(=[O:19])=[O:18])=[O:15])[CH2:6][CH2:5][CH2:4][CH2:3][CH2:2]1.[ClH:46], predict the reaction product. The product is: [ClH:46].[CH:1]1([O:7][C:8]2[CH:9]=[C:10]([C:21]3[CH:22]=[CH:23][C:24]([CH2:27][CH2:28][NH:29][CH2:37][C@H:38]([OH:45])[C:39]4[CH:40]=[CH:41][CH:42]=[CH:43][CH:44]=4)=[CH:25][CH:26]=3)[CH:11]=[CH:12][C:13]=2[C:14]([NH:16][S:17]([CH3:20])(=[O:18])=[O:19])=[O:15])[CH2:2][CH2:3][CH2:4][CH2:5][CH2:6]1.